This data is from Forward reaction prediction with 1.9M reactions from USPTO patents (1976-2016). The task is: Predict the product of the given reaction. (1) Given the reactants Cl.[C:2]([C:6]1[NH:10][N:9]=[C:8]([CH2:11]Cl)[CH:7]=1)([CH3:5])([CH3:4])[CH3:3].[C-:13]#[N:14].[K+], predict the reaction product. The product is: [C:2]([C:6]1[NH:10][N:9]=[C:8]([CH2:11][C:13]#[N:14])[CH:7]=1)([CH3:5])([CH3:4])[CH3:3]. (2) Given the reactants Br[C:2]1[C:7](=[O:8])[N:6]([CH2:9][C:10]2[CH:15]=[CH:14][C:13]([C:16]3[C:17]([C:22]#[N:23])=[CH:18][CH:19]=[CH:20][CH:21]=3)=[CH:12][C:11]=2[F:24])[C:5]([CH2:25][CH2:26][CH3:27])=[N:4][C:3]=1[CH3:28].[CH:29]1([CH2:32][O:33][C:34]2[N:39]=[CH:38][C:37](B(O)O)=[CH:36][CH:35]=2)[CH2:31][CH2:30]1.C(=O)([O-])[O-].[Cs+].[Cs+].O1CCOCC1, predict the reaction product. The product is: [CH:29]1([CH2:32][O:33][C:34]2[N:39]=[CH:38][C:37]([C:2]3[C:7](=[O:8])[N:6]([CH2:9][C:10]4[CH:15]=[CH:14][C:13]([C:16]5[C:17]([C:22]#[N:23])=[CH:18][CH:19]=[CH:20][CH:21]=5)=[CH:12][C:11]=4[F:24])[C:5]([CH2:25][CH2:26][CH3:27])=[N:4][C:3]=3[CH3:28])=[CH:36][CH:35]=2)[CH2:30][CH2:31]1. (3) Given the reactants [CH2:1]([OH:11])[CH2:2][CH2:3][CH2:4][CH2:5][CH2:6][CH2:7][CH2:8][C:9]#[CH:10].[O:12]1[CH:17]=[CH:16][CH2:15][CH2:14][CH2:13]1.CC1C=CC(S([O-])(=O)=O)=CC=1.C1C=C[NH+]=CC=1, predict the reaction product. The product is: [O:12]1[CH2:17][CH2:16][CH2:15][CH2:14][CH:13]1[O:11][CH2:1][CH2:2][CH2:3][CH2:4][CH2:5][CH2:6][CH2:7][CH2:8][C:9]#[CH:10]. (4) Given the reactants [C:1]([C:3]1[CH:8]=[CH:7][C:6]([C:9]2[C:10]([O:18][CH2:19][C:20]([F:23])([F:22])[F:21])=[N:11][CH:12]=[C:13]([CH:17]=2)[C:14]([OH:16])=O)=[CH:5][CH:4]=1)#[N:2].CN(C(ON1N=NC2C=CC=CC1=2)=[N+](C)C)C.[B-](F)(F)(F)F.C(N(CC)C(C)C)(C)C.[NH2:55][N:56]1[CH2:61][CH2:60][CH:59]([OH:62])[CH2:58][CH2:57]1.Cl, predict the reaction product. The product is: [C:1]([C:3]1[CH:8]=[CH:7][C:6]([C:9]2[C:10]([O:18][CH2:19][C:20]([F:22])([F:23])[F:21])=[N:11][CH:12]=[C:13]([CH:17]=2)[C:14]([NH:55][N:56]2[CH2:61][CH2:60][CH:59]([OH:62])[CH2:58][CH2:57]2)=[O:16])=[CH:5][CH:4]=1)#[N:2]. (5) Given the reactants Cl[CH:2]1[C:8](=[O:9])[CH:7]2[O:10][CH:4]([CH:5]=[CH:6]2)[C:3]1=[O:11], predict the reaction product. The product is: [CH:7]12[O:10][CH:4]([CH:5]=[CH:6]1)[C:3](=[O:11])[CH2:2][C:8]2=[O:9]. (6) Given the reactants [C:1]([C:3]1[CH:8]=[CH:7][C:6]([NH:9][C:10](=O)[C@H:11]([OH:26])[C@H:12]2[O:17][CH2:16][CH2:15][N:14]([C:18]3[CH:23]=[CH:22][C:21]([CH3:24])=[CH:20][CH:19]=3)[C:13]2=[O:25])=[C:5]([S:28](=[O:31])(=[O:30])[NH2:29])[CH:4]=1)#[N:2], predict the reaction product. The product is: [OH:26][C@H:11]([C@H:12]1[O:17][CH2:16][CH2:15][N:14]([C:18]2[CH:23]=[CH:22][C:21]([CH3:24])=[CH:20][CH:19]=2)[C:13]1=[O:25])[C:10]1[NH:9][C:6]2[CH:7]=[CH:8][C:3]([C:1]#[N:2])=[CH:4][C:5]=2[S:28](=[O:31])(=[O:30])[N:29]=1.